Dataset: Full USPTO retrosynthesis dataset with 1.9M reactions from patents (1976-2016). Task: Predict the reactants needed to synthesize the given product. (1) Given the product [CH2:5]([N:12]([CH2:16][C:17]1[N:18]=[CH:19][NH:20][C:21]=1[C:22]([O:24][CH3:25])=[O:23])[CH2:13][CH2:14][Cl:3])[C:6]1[CH:11]=[CH:10][CH:9]=[CH:8][CH:7]=1, predict the reactants needed to synthesize it. The reactants are: S(Cl)([Cl:3])=O.[CH2:5]([N:12]([CH2:16][C:17]1[N:18]=[CH:19][NH:20][C:21]=1[C:22]([O:24][CH3:25])=[O:23])[CH2:13][CH2:14]O)[C:6]1[CH:11]=[CH:10][CH:9]=[CH:8][CH:7]=1. (2) Given the product [Br-:17].[CH2:9]([N+:6]1[CH:7]=[CH:8][N:4]([CH2:1][CH:2]=[CH2:3])[CH:5]=1)[CH2:10][CH2:11][CH2:12][CH2:13][CH2:14][CH2:15][CH3:16], predict the reactants needed to synthesize it. The reactants are: [CH2:1]([N:4]1[CH:8]=[CH:7][N:6]=[CH:5]1)[CH:2]=[CH2:3].[CH2:9]([Br:17])[CH2:10][CH2:11][CH2:12][CH2:13][CH2:14][CH2:15][CH3:16].C1(C)C=CC=CC=1. (3) Given the product [NH:22]1[C:30]2[C:25](=[CH:26][CH:27]=[CH:28][CH:29]=2)[C:24]([C:31]2[C:32](=[O:54])[N:33]([CH2:11][O:10][P:4](=[O:15])([OH:3])[OH:5])[C:34](=[O:53])[C:35]=2[C:36]2[C:45]3[C:40](=[CH:41][CH:42]=[CH:43][CH:44]=3)[N:39]=[C:38]([N:46]3[CH2:51][CH2:50][N:49]([CH3:52])[CH2:48][CH2:47]3)[N:37]=2)=[CH:23]1, predict the reactants needed to synthesize it. The reactants are: ClC[O:3][P:4](=[O:15])([O:10][C:11](C)(C)C)[O:5]C(C)(C)C.C([O-])([O-])=O.[Cs+].[Cs+].[NH:22]1[C:30]2[C:25](=[CH:26][CH:27]=[CH:28][CH:29]=2)[C:24]([C:31]2[C:32](=[O:54])[NH:33][C:34](=[O:53])[C:35]=2[C:36]2[C:45]3[C:40](=[CH:41][CH:42]=[CH:43][CH:44]=3)[N:39]=[C:38]([N:46]3[CH2:51][CH2:50][N:49]([CH3:52])[CH2:48][CH2:47]3)[N:37]=2)=[CH:23]1.C(O)(C(F)(F)F)=O. (4) Given the product [C:14]1([C:13]2[NH:1][C:2]3[C:3](=[N:4][CH:5]=[CH:6][C:7]=3[C:8]([OH:10])=[O:9])[CH:12]=2)[CH:19]=[CH:18][CH:17]=[CH:16][CH:15]=1, predict the reactants needed to synthesize it. The reactants are: [NH2:1][C:2]1[C:3]([C:12]#[C:13][C:14]2[CH:19]=[CH:18][CH:17]=[CH:16][CH:15]=2)=[N:4][CH:5]=[CH:6][C:7]=1[C:8]([O:10]C)=[O:9].O(C(C)(C)C)[K].O.Cl. (5) Given the product [S:1]1[CH:5]=[CH:4][N:3]=[C:2]1[CH2:6][O:7][C:8]1[CH:9]=[CH:10][C:11]([NH:12][C:29]([C:24]2[C:23]([C:20]3[CH:21]=[CH:22][C:17]([C:16]([F:15])([F:32])[F:33])=[CH:18][CH:19]=3)=[CH:28][CH:27]=[CH:26][CH:25]=2)=[O:30])=[CH:13][CH:14]=1, predict the reactants needed to synthesize it. The reactants are: [S:1]1[CH:5]=[CH:4][N:3]=[C:2]1[CH2:6][O:7][C:8]1[CH:14]=[CH:13][C:11]([NH2:12])=[CH:10][CH:9]=1.[F:15][C:16]([F:33])([F:32])[C:17]1[CH:22]=[CH:21][C:20]([C:23]2[C:24]([C:29](O)=[O:30])=[CH:25][CH:26]=[CH:27][CH:28]=2)=[CH:19][CH:18]=1.C1C=CC2N(O)N=NC=2C=1.CCN=C=NCCCN(C)C.Cl.